Dataset: NCI-60 drug combinations with 297,098 pairs across 59 cell lines. Task: Regression. Given two drug SMILES strings and cell line genomic features, predict the synergy score measuring deviation from expected non-interaction effect. Drug 1: C1CC(=O)NC(=O)C1N2CC3=C(C2=O)C=CC=C3N. Drug 2: CCC1(CC2CC(C3=C(CCN(C2)C1)C4=CC=CC=C4N3)(C5=C(C=C6C(=C5)C78CCN9C7C(C=CC9)(C(C(C8N6C=O)(C(=O)OC)O)OC(=O)C)CC)OC)C(=O)OC)O.OS(=O)(=O)O. Cell line: HCC-2998. Synergy scores: CSS=15.1, Synergy_ZIP=-6.74, Synergy_Bliss=-1.01, Synergy_Loewe=-39.7, Synergy_HSA=-4.36.